From a dataset of Peptide-MHC class I binding affinity with 185,985 pairs from IEDB/IMGT. Regression. Given a peptide amino acid sequence and an MHC pseudo amino acid sequence, predict their binding affinity value. This is MHC class I binding data. (1) The peptide sequence is ETVWPFFYA. The MHC is HLA-B57:01 with pseudo-sequence HLA-B57:01. The binding affinity (normalized) is 0.0847. (2) The peptide sequence is ASYGAGAGY. The MHC is SLA-20401 with pseudo-sequence SLA-20401. The binding affinity (normalized) is 0.811. (3) The peptide sequence is YSRMLYIEF. The MHC is HLA-C04:01 with pseudo-sequence HLA-C04:01. The binding affinity (normalized) is 0.213. (4) The peptide sequence is QIYAGIKVK. The MHC is HLA-A32:01 with pseudo-sequence HLA-A32:01. The binding affinity (normalized) is 0.00503. (5) The peptide sequence is AYFQSSMTK. The MHC is HLA-A31:01 with pseudo-sequence HLA-A31:01. The binding affinity (normalized) is 0.342. (6) The peptide sequence is RDYRTISPR. The MHC is HLA-A69:01 with pseudo-sequence HLA-A69:01. The binding affinity (normalized) is 0.0847. (7) The peptide sequence is RLRPNGKK. The MHC is Mamu-B03 with pseudo-sequence Mamu-B03. The binding affinity (normalized) is 0.